The task is: Regression. Given two drug SMILES strings and cell line genomic features, predict the synergy score measuring deviation from expected non-interaction effect.. This data is from NCI-60 drug combinations with 297,098 pairs across 59 cell lines. (1) Drug 1: CC=C1C(=O)NC(C(=O)OC2CC(=O)NC(C(=O)NC(CSSCCC=C2)C(=O)N1)C(C)C)C(C)C. Drug 2: CCC1(C2=C(COC1=O)C(=O)N3CC4=CC5=C(C=CC(=C5CN(C)C)O)N=C4C3=C2)O.Cl. Cell line: IGROV1. Synergy scores: CSS=45.9, Synergy_ZIP=-2.02, Synergy_Bliss=5.54, Synergy_Loewe=3.82, Synergy_HSA=6.09. (2) Drug 1: CNC(=O)C1=CC=CC=C1SC2=CC3=C(C=C2)C(=NN3)C=CC4=CC=CC=N4. Drug 2: CC1C(C(CC(O1)OC2CC(CC3=C2C(=C4C(=C3O)C(=O)C5=CC=CC=C5C4=O)O)(C(=O)C)O)N)O. Cell line: NCI-H522. Synergy scores: CSS=30.2, Synergy_ZIP=-5.39, Synergy_Bliss=-7.31, Synergy_Loewe=-17.4, Synergy_HSA=-6.68. (3) Drug 1: CC(C1=C(C=CC(=C1Cl)F)Cl)OC2=C(N=CC(=C2)C3=CN(N=C3)C4CCNCC4)N. Drug 2: CCC(=C(C1=CC=CC=C1)C2=CC=C(C=C2)OCCN(C)C)C3=CC=CC=C3.C(C(=O)O)C(CC(=O)O)(C(=O)O)O. Cell line: UO-31. Synergy scores: CSS=12.2, Synergy_ZIP=-1.73, Synergy_Bliss=3.29, Synergy_Loewe=5.49, Synergy_HSA=5.61. (4) Drug 2: CC1CCCC2(C(O2)CC(NC(=O)CC(C(C(=O)C(C1O)C)(C)C)O)C(=CC3=CSC(=N3)C)C)C. Cell line: NCI-H322M. Drug 1: CC12CCC3C(C1CCC2O)C(CC4=C3C=CC(=C4)O)CCCCCCCCCS(=O)CCCC(C(F)(F)F)(F)F. Synergy scores: CSS=41.6, Synergy_ZIP=4.91, Synergy_Bliss=4.20, Synergy_Loewe=-25.9, Synergy_HSA=3.59. (5) Drug 1: C(=O)(N)NO. Drug 2: C1CN(P(=O)(OC1)NCCCl)CCCl. Cell line: UACC-257. Synergy scores: CSS=1.38, Synergy_ZIP=-1.01, Synergy_Bliss=-1.34, Synergy_Loewe=-0.0356, Synergy_HSA=-1.07.